From a dataset of Reaction yield outcomes from USPTO patents with 853,638 reactions. Predict the reaction yield, written as a fraction of the theoretical maximum amount of product (1.0 means a 100% yield; for example, 0.34 means a 34% yield). The reactants are [OH:1][C:2]1[CH:7]=[CH:6][C:5]([C:8]2[O:9][C:10]3[CH:26]=[CH:25][C:24]([NH:27]C(=O)C)=[CH:23][C:11]=3[C:12](=[O:22])[C:13]=2[O:14][CH2:15][C:16]2[CH:21]=[CH:20][CH:19]=[CH:18][CH:17]=2)=[CH:4][CH:3]=1.[ClH:31]. The catalyst is C(Cl)(Cl)Cl.CO. The product is [ClH:31].[OH:1][C:2]1[CH:3]=[CH:4][C:5]([C:8]2[O:9][C:10]3[CH:26]=[CH:25][C:24]([NH2:27])=[CH:23][C:11]=3[C:12](=[O:22])[C:13]=2[O:14][CH2:15][C:16]2[CH:21]=[CH:20][CH:19]=[CH:18][CH:17]=2)=[CH:6][CH:7]=1. The yield is 0.820.